From a dataset of Full USPTO retrosynthesis dataset with 1.9M reactions from patents (1976-2016). Predict the reactants needed to synthesize the given product. (1) The reactants are: BrCC(N(C1C=CC=CC=1C)CCNC(=O)OC(C)(C)C)=O.C(=O)([O-])[O-].[K+].[K+].Br[CH2:30][C:31]([N:33]([C:47]1[C:56]2[C:51](=[CH:52][CH:53]=[CH:54][CH:55]=2)[CH:50]=[CH:49][CH:48]=1)[CH2:34][CH2:35][NH:36][C:37](=[O:46])[O:38][CH2:39][C:40]1[CH:45]=[CH:44][CH:43]=[CH:42][CH:41]=1)=[O:32]. Given the product [C:47]1([N:33]2[CH2:34][CH2:35][N:36]([C:37]([O:38][CH2:39][C:40]3[CH:45]=[CH:44][CH:43]=[CH:42][CH:41]=3)=[O:46])[CH2:30][C:31]2=[O:32])[C:56]2[C:51](=[CH:52][CH:53]=[CH:54][CH:55]=2)[CH:50]=[CH:49][CH:48]=1, predict the reactants needed to synthesize it. (2) Given the product [C:1]([O:5][C:6]([N:8]1[CH2:9][CH2:10][CH:11]([O:14][CH2:15][CH2:16][C:17]([OH:19])=[O:18])[CH2:12][CH2:13]1)=[O:7])([CH3:4])([CH3:2])[CH3:3], predict the reactants needed to synthesize it. The reactants are: [C:1]([O:5][C:6]([N:8]1[CH2:13][CH2:12][CH:11]([O:14][CH2:15][CH2:16][C:17]([O:19]C)=[O:18])[CH2:10][CH2:9]1)=[O:7])([CH3:4])([CH3:3])[CH3:2].[OH-].[Na+]. (3) Given the product [Cl:11][C:12]1[N:17]=[C:16]([NH:8][CH:6]([C:5]2[CH:9]=[CH:10][C:2]([F:1])=[CH:3][CH:4]=2)[CH3:7])[C:15]([F:19])=[CH:14][N:13]=1, predict the reactants needed to synthesize it. The reactants are: [F:1][C:2]1[CH:10]=[CH:9][C:5]([CH:6]([NH2:8])[CH3:7])=[CH:4][CH:3]=1.[Cl:11][C:12]1[N:17]=[C:16](Cl)[C:15]([F:19])=[CH:14][N:13]=1. (4) Given the product [NH2:39][S:36]([C:32]1[S:31][C:30]([N:29]([CH3:28])[C:8](=[O:10])[CH2:7][C:4]2[CH:3]=[CH:2][C:1]([C:11]3[CH:16]=[CH:15][CH:14]=[CH:13][CH:12]=3)=[CH:6][CH:5]=2)=[N:34][C:33]=1[CH3:35])(=[O:37])=[O:38], predict the reactants needed to synthesize it. The reactants are: [C:1]1([C:11]2[CH:16]=[CH:15][CH:14]=[CH:13][CH:12]=2)[CH:6]=[CH:5][C:4]([CH2:7][C:8]([OH:10])=O)=[CH:3][CH:2]=1.O.ON1C2C=CC=CC=2N=N1.[CH3:28][NH:29][C:30]1[S:31][C:32]([S:36]([NH2:39])(=[O:38])=[O:37])=[C:33]([CH3:35])[N:34]=1.Cl.CN(C)CCCN=C=NCC.